From a dataset of Forward reaction prediction with 1.9M reactions from USPTO patents (1976-2016). Predict the product of the given reaction. (1) Given the reactants C(OC([N:8]1[CH2:13][CH2:12][CH:11]([CH2:14][N:15]2[C:23]3[C:18](=[CH:19][CH:20]=[CH:21][CH:22]=3)[C:17]([S:24]([C:27]3[CH:32]=[CH:31][CH:30]=[CH:29][CH:28]=3)(=[O:26])=[O:25])=[CH:16]2)[CH2:10][CH2:9]1)=O)(C)(C)C.[ClH:33], predict the reaction product. The product is: [ClH:33].[C:27]1([S:24]([C:17]2[C:18]3[C:23](=[CH:22][CH:21]=[CH:20][CH:19]=3)[N:15]([CH2:14][CH:11]3[CH2:12][CH2:13][NH:8][CH2:9][CH2:10]3)[CH:16]=2)(=[O:25])=[O:26])[CH:28]=[CH:29][CH:30]=[CH:31][CH:32]=1. (2) The product is: [F:1][C:2]1[CH:3]=[CH:4][C:5]([C:8]2[N:29]([CH3:28])[C:20]([C:21]3[CH:26]=[CH:25][CH:24]=[CH:23][CH:22]=3)=[N+:10]([O-:11])[C:9]=2[C:12]2[CH:17]=[CH:16][NH:15][C:30](=[O:33])[CH:31]=2)=[CH:6][CH:7]=1. Given the reactants [F:1][C:2]1[CH:7]=[CH:6][C:5]([C:8](=O)[C:9]([C:12]2[CH:17]=[CH:16][N:15]=C(F)C=2)=[N:10][OH:11])=[CH:4][CH:3]=1.[CH:20](=O)[C:21]1[CH:26]=[CH:25][CH:24]=[CH:23][CH:22]=1.[CH3:28][NH2:29].[C:30]([OH:33])(=O)[CH3:31], predict the reaction product. (3) Given the reactants [CH3:1][O:2][C:3](=[O:40])[C:4]([NH:32][C:33]([O:35][C:36]([CH3:39])([CH3:38])[CH3:37])=[O:34])=[CH:5][C:6]1[CH:31]=[CH:30][C:9]2[O:10][C@H:11]([C:14]3[CH:19]=[CH:18][C:17]([O:20][CH2:21][C:22]4[CH:27]=[CH:26][C:25]([Cl:28])=[C:24]([Cl:29])[CH:23]=4)=[CH:16][CH:15]=3)[CH2:12][O:13][C:8]=2[CH:7]=1, predict the reaction product. The product is: [CH3:1][O:2][C:3](=[O:40])[C@@H:4]([NH:32][C:33]([O:35][C:36]([CH3:38])([CH3:37])[CH3:39])=[O:34])[CH2:5][C:6]1[CH:31]=[CH:30][C:9]2[O:10][C@H:11]([C:14]3[CH:15]=[CH:16][C:17]([O:20][CH2:21][C:22]4[CH:27]=[CH:26][C:25]([Cl:28])=[C:24]([Cl:29])[CH:23]=4)=[CH:18][CH:19]=3)[CH2:12][O:13][C:8]=2[CH:7]=1.